From a dataset of Catalyst prediction with 721,799 reactions and 888 catalyst types from USPTO. Predict which catalyst facilitates the given reaction. (1) Reactant: [F:1][C:2]1[CH:10]=[CH:9][CH:8]=[C:7]([F:11])[C:3]=1[C:4](Cl)=[O:5].[NH2:12][C:13]1[CH:18]=[N:17][C:16]([Br:19])=[CH:15][N:14]=1.N1C=CC=CC=1. Product: [Br:19][C:16]1[N:17]=[CH:18][C:13]([NH:12][C:4](=[O:5])[C:3]2[C:2]([F:1])=[CH:10][CH:9]=[CH:8][C:7]=2[F:11])=[N:14][CH:15]=1. The catalyst class is: 2. (2) The catalyst class is: 21. Reactant: Br[CH2:2][CH2:3][CH2:4][C:5]([O:7][C:8]([CH3:11])([CH3:10])[CH3:9])=[O:6].[Na+].[I-:13]. Product: [I:13][CH2:2][CH2:3][CH2:4][C:5]([O:7][C:8]([CH3:11])([CH3:10])[CH3:9])=[O:6]. (3) Reactant: [O:1]1[CH2:6][CH:5]([O:7][C:8](=[O:28])[NH:9][C@@H:10]([CH2:21][C:22]2[CH:27]=[CH:26][CH:25]=[CH:24][CH:23]=2)[C@H:11]([OH:20])[CH2:12][NH:13]OC2CCCC2)[CH2:4][O:3][CH2:2]1.[CH3:29][S:30]([NH:33][C:34]1[NH:35][C:36]2[CH:42]=[C:41]([S:43](Cl)(=[O:45])=[O:44])[CH:40]=[CH:39][C:37]=2[N:38]=1)(=[O:32])=[O:31].[CH:47]([C:50]([CH:55]([CH3:57])C)(NCC)C)([CH3:49])C.CN(C=[O:62])C. Product: [O:3]1[CH2:4][CH:5]([O:7][C:8](=[O:28])[NH:9][C@@H:10]([CH2:21][C:22]2[CH:23]=[CH:24][CH:25]=[CH:26][CH:27]=2)[C@@H:11]([OH:20])[CH:12]([NH:13][S:43]([C:41]2[CH:40]=[CH:39][C:37]3[N:38]=[C:34]([NH:33][S:30]([CH3:29])(=[O:32])=[O:31])[NH:35][C:36]=3[CH:42]=2)(=[O:45])=[O:44])[O:62][CH:47]2[CH2:50][CH2:55][CH2:57][CH2:49]2)[CH2:6][O:1][CH2:2]1. The catalyst class is: 25. (4) Reactant: [CH2:1]([O:8][C:9]1[CH:18]=[C:17]2[C:12]([CH:13]=[CH:14][C:15](=[O:19])[NH:16]2)=[C:11]([C:20](=[O:23])[CH2:21]Cl)[CH:10]=1)[C:2]1[CH:7]=[CH:6][CH:5]=[CH:4][CH:3]=1.[BH4-].[Li+].[OH-].[Na+].[Cl-].[Na+]. Product: [CH2:1]([O:8][C:9]1[CH:18]=[C:17]2[C:12]([CH:13]=[CH:14][C:15](=[O:19])[NH:16]2)=[C:11]([CH:20]2[CH2:21][O:23]2)[CH:10]=1)[C:2]1[CH:7]=[CH:6][CH:5]=[CH:4][CH:3]=1. The catalyst class is: 7. (5) Reactant: [Cl:1][C:2]1[N:7]=[C:6](Cl)[C:5]([F:9])=[CH:4][N:3]=1.[NH:10]1[CH2:15][CH2:14][O:13][CH2:12][CH:11]1[C:16]([OH:18])=O.CC[N:21]([CH:25]([CH3:27])[CH3:26])C(C)C.CN(C(ON1N=NC2C=CC=NC1=2)=[N+](C)C)C.F[P-](F)(F)(F)(F)F.C1(N)CC1. Product: [Cl:1][C:2]1[N:7]=[C:6]([N:10]2[CH2:15][CH2:14][O:13][CH2:12][CH:11]2[C:16]([NH:21][CH:25]2[CH2:27][CH2:26]2)=[O:18])[C:5]([F:9])=[CH:4][N:3]=1. The catalyst class is: 374. (6) Reactant: [Br:1][C:2]1[CH:10]=[CH:9][C:5]([C:6]([OH:8])=O)=[CH:4][C:3]=1[O:11][CH3:12].C(=O)([O-])[O-].[K+].[K+].[C@H:19]12[CH2:25][C@H:22]([NH:23][CH2:24]1)[CH2:21][O:20]2.CN(C(ON1N=NC2C=CC=CC1=2)=[N+](C)C)C.[B-](F)(F)(F)F. Product: [Br:1][C:2]1[CH:10]=[CH:9][C:5]([C:6]([N:23]2[CH2:24][C@@H:19]3[CH2:25][C@H:22]2[CH2:21][O:20]3)=[O:8])=[CH:4][C:3]=1[O:11][CH3:12]. The catalyst class is: 18. (7) Reactant: [C:1]1([CH2:7][C:8]#[CH:9])[CH:6]=[CH:5][CH:4]=[CH:3][CH:2]=1.C([Li])CCC.C([Cu])#N.[Li+].[Cl-].[N+:20](=[CH:22][C:23]([O:25][CH2:26][CH3:27])=[O:24])=[N-:21]. Product: [CH2:7]([C:8]1[CH:9]=[C:22]([C:23]([O:25][CH2:26][CH3:27])=[O:24])[NH:20][N:21]=1)[C:1]1[CH:6]=[CH:5][CH:4]=[CH:3][CH:2]=1. The catalyst class is: 1.